This data is from Full USPTO retrosynthesis dataset with 1.9M reactions from patents (1976-2016). The task is: Predict the reactants needed to synthesize the given product. (1) The reactants are: [C:1]1([CH3:11])[CH:6]=CC(S(Cl)(=O)=O)=C[CH:2]=1.[Br:12][C:13]1(C(O)=O)[CH:18]=[CH:17][CH:16]=[CH:15][NH:14]1.N1C=CC=CC=1.[C:28](=[O:31])(O)[O-:29].[Na+]. Given the product [Br:12][C:13]1[N:14]=[C:15]([C:28]([O:29][C:1]([CH3:11])([CH3:6])[CH3:2])=[O:31])[CH:16]=[CH:17][CH:18]=1, predict the reactants needed to synthesize it. (2) Given the product [NH:18]1[CH2:17][CH2:16][CH:15]([O:14][CH2:13][C:10]2[CH:11]=[CH:12][C:4]([C:5]([OH:7])=[O:6])=[CH:8][CH:9]=2)[CH2:20][CH2:19]1, predict the reactants needed to synthesize it. The reactants are: C([C:4]1([CH:12]=[CH:11][C:10]([CH2:13][O:14][CH:15]2[CH2:20][CH2:19][NH:18][CH2:17][CH2:16]2)=[CH:9][CH2:8]1)[C:5]([OH:7])=[O:6])(=O)C.[OH-].[Na+]. (3) Given the product [CH3:2][C:3]1[CH:8]=[CH:7][C:6]([C:9]2([CH3:13])[CH2:10][O:11][CH2:12]2)=[CH:5][C:4]=1[OH:23], predict the reactants needed to synthesize it. The reactants are: [Mg].[CH3:2][C:3]1[CH:8]=[CH:7][C:6]([C:9]2([CH2:13]S(C3C=CC=CC=3)(=O)=O)[CH2:12][O:11][CH2:10]2)=[CH:5][C:4]=1[OH:23].CCOCC. (4) The reactants are: [F:1][C:2]1[CH:3]=[CH:4][CH:5]=[C:6]2[C:10]=1[CH:9]([CH2:11][CH2:12][C:13]([NH:15][C:16]1[CH:24]=[CH:23][C:19]([C:20](O)=O)=[CH:18][N:17]=1)=[O:14])[N:8]([CH2:25][C:26]1[CH:31]=[CH:30][C:29]([F:32])=[CH:28][CH:27]=1)[C:7]2=[O:33].[C:34]1([C:35]2[CH:34]=[CH:39][C:38](N)=N[CH:36]=2)[CH:39]=[CH:38]C=[CH:36][CH:35]=1. Given the product [F:1][C:2]1[CH:3]=[CH:4][CH:5]=[C:6]2[C:10]=1[CH:9]([CH2:11][CH2:12][C:13]([NH:15][C:16]1[CH:24]=[CH:23][C:19]([C:20]3[CH:38]=[CH:39][CH:34]=[CH:35][CH:36]=3)=[CH:18][N:17]=1)=[O:14])[N:8]([CH2:25][C:26]1[CH:27]=[CH:28][C:29]([F:32])=[CH:30][CH:31]=1)[C:7]2=[O:33], predict the reactants needed to synthesize it.